Predict the reactants needed to synthesize the given product. From a dataset of Full USPTO retrosynthesis dataset with 1.9M reactions from patents (1976-2016). (1) Given the product [F:45][C:39]1[CH:40]=[CH:41][CH:42]=[C:43]([F:44])[C:38]=1[C:36]1[S:37][C:33]([NH:32][C:30](=[O:31])[O:29][C:25]([CH3:28])([CH3:27])[CH3:26])=[C:34]([C:46](=[O:47])[NH:55][C:53]2[CH:54]=[N:50][N:51]([CH3:1])[C:52]=2[N:56]2[CH2:62][CH2:61][CH:60]=[CH:59][CH2:58][CH2:57]2)[N:35]=1, predict the reactants needed to synthesize it. The reactants are: [CH3:1]N(C(ON1N=NC2C=CC=NC1=2)=[N+](C)C)C.F[P-](F)(F)(F)(F)F.[C:25]([O:29][C:30]([NH:32][C:33]1[S:37][C:36]([C:38]2[C:43]([F:44])=[CH:42][CH:41]=[CH:40][C:39]=2[F:45])=[N:35][C:34]=1[C:46](O)=[O:47])=[O:31])([CH3:28])([CH3:27])[CH3:26].C[N:50]1[CH:54]=[C:53]([NH2:55])[C:52]([N:56]2[CH2:62][CH2:61][CH:60]=[CH:59][CH2:58][CH2:57]2)=[N:51]1.CCN(C(C)C)C(C)C. (2) Given the product [CH2:26]([O:1][C:2]1[C:15]2[C:14](=[O:16])[C:13]3[C:8](=[CH:9][CH:10]=[CH:11][CH:12]=3)[C:7](=[O:17])[C:6]=2[CH:5]=[CH:4][C:3]=1[O:22][CH2:19][CH2:42][CH2:41][CH2:40][CH2:39][CH2:38][CH2:37][CH2:36][CH2:35][CH2:34][CH2:33][CH2:32][CH2:31][CH2:30][CH2:29][CH2:28][CH2:27][CH3:26])[CH2:27][CH2:28][CH2:29][CH2:30][CH2:31][CH2:32][CH2:33][CH2:34][CH2:35][CH2:36][CH2:37][CH2:38][CH2:39][CH2:40][CH2:41][CH2:42][CH3:43], predict the reactants needed to synthesize it. The reactants are: [OH:1][C:2]1[C:15]2[C:14](=[O:16])[C:13]3[C:8](=[CH:9][CH:10]=[CH:11][CH:12]=3)[C:7](=[O:17])[C:6]=2[CH:5]=[CH:4][C:3]=1O.[C:19]([O-:22])([O-])=O.[K+].[K+].Br[CH2:26][CH2:27][CH2:28][CH2:29][CH2:30][CH2:31][CH2:32][CH2:33][CH2:34][CH2:35][CH2:36][CH2:37][CH2:38][CH2:39][CH2:40][CH2:41][CH2:42][CH3:43]. (3) Given the product [Br:17][C:18]1[CH:23]=[CH:22][C:21]([NH:24][C:25]([NH:1][C:2]2[CH:3]=[CH:4][C:5]([C:8]([N:10]3[CH2:11][CH2:12][N:13]([CH3:16])[CH2:14][CH2:15]3)=[O:9])=[CH:6][CH:7]=2)=[O:26])=[CH:20][CH:19]=1, predict the reactants needed to synthesize it. The reactants are: [NH2:1][C:2]1[CH:7]=[CH:6][C:5]([C:8]([N:10]2[CH2:15][CH2:14][N:13]([CH3:16])[CH2:12][CH2:11]2)=[O:9])=[CH:4][CH:3]=1.[Br:17][C:18]1[CH:23]=[CH:22][C:21]([N:24]=[C:25]=[O:26])=[CH:20][CH:19]=1.